From a dataset of Full USPTO retrosynthesis dataset with 1.9M reactions from patents (1976-2016). Predict the reactants needed to synthesize the given product. (1) The reactants are: O=[C:2]1[CH2:7][CH2:6][N:5]([C:8]2[CH:13]=[CH:12][C:11]([N:14]3[CH2:18][C@H:17]([CH2:19][NH:20][C:21](=[O:23])[CH3:22])[O:16][C:15]3=[O:24])=[CH:10][C:9]=2[F:25])[CH2:4][CH2:3]1.[C-:26]#[N:27].[Na+].[N+:29]([C:32]1[CH:38]=[CH:37][C:35]([NH2:36])=[CH:34][CH:33]=1)([O-:31])=[O:30]. Given the product [N+:29]([C:32]1[CH:38]=[CH:37][C:35]([NH:36][C:2]2([C:26]#[N:27])[CH2:7][CH2:6][N:5]([C:8]3[CH:13]=[CH:12][C:11]([N:14]4[CH2:18][C@H:17]([CH2:19][NH:20][C:21](=[O:23])[CH3:22])[O:16][C:15]4=[O:24])=[CH:10][C:9]=3[F:25])[CH2:4][CH2:3]2)=[CH:34][CH:33]=1)([O-:31])=[O:30], predict the reactants needed to synthesize it. (2) Given the product [C:1]([N:5]1[C:11](=[O:13])[CH:9]2[C:8]([C:14]3[CH:19]=[CH:18][C:17]([Cl:20])=[C:16]([Cl:21])[CH:15]=3)([CH2:10]2)[C:6]1=[O:7])([CH3:2])([CH3:4])[CH3:3], predict the reactants needed to synthesize it. The reactants are: [C:1]([NH:5][C:6]([C:8]1([C:14]2[CH:19]=[CH:18][C:17]([Cl:20])=[C:16]([Cl:21])[CH:15]=2)[CH2:10][CH:9]1[C:11]([OH:13])=O)=[O:7])([CH3:4])([CH3:3])[CH3:2].C([O-])(=O)C.[Na+].C(OCC)(=O)C. (3) Given the product [Br:1][C:2]1[CH:3]=[C:4]2[C:9](=[C:10]3[CH2:14][CH2:13][CH2:12][C:11]=13)[N:8]([C:15]([O:17][C:18]([CH3:19])([CH3:21])[CH3:20])=[O:16])[C:7]([CH3:23])([CH3:22])[C:6](=[O:24])[C:5]2([CH3:42])[CH2:25][CH2:36][CH3:37], predict the reactants needed to synthesize it. The reactants are: [Br:1][C:2]1[CH:3]=[C:4]2[C:9](=[C:10]3[CH2:14][CH2:13][CH2:12][C:11]=13)[N:8]([C:15]([O:17][C:18]([CH3:21])([CH3:20])[CH3:19])=[O:16])[C:7]([CH3:23])([CH3:22])[C:6](=[O:24])[CH:5]2[CH3:25].C[Si]([N-][Si](C)(C)C)(C)C.[Li+].[CH2:36]1COC[CH2:37]1.I[CH:42](C)C. (4) Given the product [OH:16][C:6]1[C:5]([OH:4])=[CH:10][C:9]([C:11]#[N:12])=[C:8]([CH:33]=[C:34]([CH3:36])[CH3:35])[C:7]=1[C:14]#[N:15], predict the reactants needed to synthesize it. The reactants are: C([O:4][C:5]1[CH:10]=[C:9]([C:11]#[N:12])[C:8](Br)=[C:7]([C:14]#[N:15])[C:6]=1[O:16]C(=O)C)(=O)C.CCCC[Sn]([CH:33]=[C:34]([CH3:36])[CH3:35])(CCCC)CCCC. (5) Given the product [ClH:42].[ClH:42].[NH2:13][C@@H:2]([CH3:1])[CH2:3][CH2:4][NH:5][CH2:6][C:7]1[CH:8]=[N:9][CH:10]=[CH:11][CH:12]=1.[F:60][C:61]1[CH:66]=[C:65]([F:67])[CH:64]=[CH:63][C:62]=1[CH2:68][NH:69][C:70]([C:72]1[C:73](=[O:96])[C:74]([O:58][CH2:56][C:57]2[CH:39]=[CH:38][CH:37]=[CH:36][CH:35]=2)=[C:75]2[C:14](=[O:20])[N:13]3[C@@H:2]([CH3:1])[CH2:3][CH2:4][N:5]([CH2:6][C:7]4[CH:8]=[N:9][CH:10]=[CH:11][CH:12]=4)[C@@H:78]3[CH2:77][N:76]2[CH:94]=1)=[O:71], predict the reactants needed to synthesize it. The reactants are: [CH3:1][C@H:2]([NH:13][C:14](=[O:20])OC(C)(C)C)[CH2:3][CH2:4][NH:5][CH2:6][C:7]1[CH:8]=[N:9][CH:10]=[CH:11][CH:12]=1.CC(N([C@@H](C)CCN)C(=O)[O-])(C)C.N1[CH:39]=[CH:38][CH:37]=[C:36](C=O)[CH:35]=1.[Cl:42]C(Cl)C.C(O[BH-](O[C:56](=[O:58])[CH3:57])OC(=O)C)(=O)C.[Na+].[F:60][C:61]1[CH:66]=[C:65]([F:67])[CH:64]=[CH:63][C:62]=1[CH2:68][NH:69][C:70]([C:72]1[C:73](=[O:96])[C:74](O)=[C:75]2C(=O)N3[C@@H](C)CCN(CC4C=NC=CC=4)[C@@H:78]3[CH2:77][N:76]2[CH:94]=1)=[O:71].N[C@@H](C)CCNCC1C=NC=CC=1. (6) Given the product [CH2:1]([C@:8]12[CH2:18][CH2:17][C@@:16]([OH:19])([C:59]([F:62])([F:61])[F:60])[CH2:15][C@@H:14]1[CH2:13][CH2:12][CH2:11][C:10]1[CH:20]=[C:21]([O:24][S:25]([C:28]([F:31])([F:29])[F:30])(=[O:27])=[O:26])[CH:22]=[CH:23][C:9]2=1)[C:2]1[CH:3]=[CH:4][CH:5]=[CH:6][CH:7]=1.[CH2:32]([C@@:39]12[CH2:49][CH2:48][C@:47]([OH:50])([C:82]([F:84])([F:83])[F:81])[CH2:46][C@H:45]1[CH2:44][CH2:43][CH2:42][C:41]1[CH:51]=[C:52]([O:55][S:56]([C:59]([F:62])([F:60])[F:61])(=[O:58])=[O:57])[CH:53]=[CH:54][C:40]2=1)[C:33]1[CH:34]=[CH:35][CH:36]=[CH:37][CH:38]=1, predict the reactants needed to synthesize it. The reactants are: [CH2:1]([C@:8]12[CH2:18][CH2:17][C:16](=[O:19])[CH2:15][C@@H:14]1[CH2:13][CH2:12][CH2:11][C:10]1[CH:20]=[C:21]([O:24][S:25]([C:28]([F:31])([F:30])[F:29])(=[O:27])=[O:26])[CH:22]=[CH:23][C:9]2=1)[C:2]1[CH:7]=[CH:6][CH:5]=[CH:4][CH:3]=1.[CH2:32]([C@@:39]12[CH2:49][CH2:48][C:47](=[O:50])[CH2:46][C@H:45]1[CH2:44][CH2:43][CH2:42][C:41]1[CH:51]=[C:52]([O:55][S:56]([C:59]([F:62])([F:61])[F:60])(=[O:58])=[O:57])[CH:53]=[CH:54][C:40]2=1)[C:33]1[CH:38]=[CH:37][CH:36]=[CH:35][CH:34]=1.CCCC[N+](CCCC)(CCCC)CCCC.[F-].[F:81][C:82]([Si](C)(C)C)([F:84])[F:83]. (7) Given the product [CH2:1]([C:3]1[N:8]=[C:7]2[N:9]([C:12]3[CH:17]=[CH:16][S:34][CH:13]=3)[N:10]=[CH:11][C:6]2=[C:5]([NH2:18])[N:4]=1)[CH3:2], predict the reactants needed to synthesize it. The reactants are: [CH2:1]([C:3]1[N:8]=[C:7]2[N:9]([C:12]3[CH:17]=[CH:16]C=C[CH:13]=3)[N:10]=[CH:11][C:6]2=[C:5]([NH2:18])[N:4]=1)[CH3:2].C(C1N=C2NN=CC2=C(N)N=1)C.IC1C=C[S:34]C=1.